This data is from Reaction yield outcomes from USPTO patents with 853,638 reactions. The task is: Predict the reaction yield, written as a fraction of the theoretical maximum amount of product (1.0 means a 100% yield; for example, 0.34 means a 34% yield). (1) The reactants are [CH3:1][S:2](Cl)(=[O:4])=[O:3].Cl.[Cl:7][CH2:8][CH2:9][NH2:10].[Cl:11][CH2:12][CH2:13]N.C(N(CC)CC)C. The catalyst is ClCCl.O1CCCC1. The product is [Cl:7][CH2:8][CH2:9][N:10]([CH2:13][CH2:12][Cl:11])[S:2]([CH3:1])(=[O:4])=[O:3]. The yield is 0.820. (2) The reactants are [Cl:1][C:2]1[CH:3]=[CH:4][C:5]2[O:9][C:8]([C:10]3[CH:15]=[CH:14][C:13]([O:16]C)=[CH:12][CH:11]=3)=[CH:7][C:6]=2[CH:18]=1.Cl.N1C=CC=CC=1. The catalyst is O. The product is [Cl:1][C:2]1[CH:3]=[CH:4][C:5]2[O:9][C:8]([C:10]3[CH:11]=[CH:12][C:13]([OH:16])=[CH:14][CH:15]=3)=[CH:7][C:6]=2[CH:18]=1. The yield is 0.470. (3) The reactants are S(O)(O)(=O)=O.[NH2:6][C:7]1[N:16]=[C:15]2[C:10]([CH:11]=[CH:12][C:13](=[O:17])[NH:14]2)=[CH:9][CH:8]=1.[OH-].[Na+]. The catalyst is O. The product is [NH2:6][C:7]1[N:16]=[C:15]2[C:10]([CH:11]=[CH:12][C:13](=[O:17])[NH:14]2)=[CH:9][CH:8]=1. The yield is 0.990. (4) No catalyst specified. The product is [ClH:28].[CH3:18][O:17][C:11]1[CH:12]=[C:13]2[C:8](=[C:9]([N:19]3[CH2:24][CH2:23][N:22]([CH3:25])[CH2:21][CH2:20]3)[CH:10]=1)[O:7][C:6]([C:4]([OH:5])=[O:3])=[CH:15][C:14]2=[O:16]. The yield is 1.00. The reactants are C([O:3][C:4]([C:6]1[O:7][C:8]2[C:13]([C:14](=[O:16])[CH:15]=1)=[CH:12][C:11]([O:17][CH3:18])=[CH:10][C:9]=2[N:19]1[CH2:24][CH2:23][N:22]([CH3:25])[CH2:21][CH2:20]1)=[O:5])C.CO.[ClH:28]. (5) The reactants are [OH:1][CH2:2][CH:3]1[CH2:12][CH:11]([CH2:13][OH:14])[CH2:10][C:5]2([O:9][CH2:8][CH2:7][O:6]2)[CH2:4]1.C(N(CC)CC)C.[CH3:22][S:23](Cl)(=[O:25])=[O:24]. The catalyst is ClCCl. The product is [CH3:22][S:23]([O:1][CH2:2][CH:3]1[CH2:12][CH:11]([CH2:13][O:14][S:23]([CH3:22])(=[O:25])=[O:24])[CH2:10][C:5]2([O:6][CH2:7][CH2:8][O:9]2)[CH2:4]1)(=[O:25])=[O:24]. The yield is 0.970.